The task is: Predict the product of the given reaction.. This data is from Forward reaction prediction with 1.9M reactions from USPTO patents (1976-2016). (1) Given the reactants [C:1]([NH:4][C:5]1[N:10]=[C:9]([C:11]([OH:13])=O)[CH:8]=[CH:7][CH:6]=1)(=[O:3])[CH3:2].[NH2:14]/[C:15](=[N:36]\O)/[C:16]1[CH:21]=[CH:20][C:19]([S:22]([NH:25][C:26]2[CH:27]=[C:28]([NH:32][C:33](=[O:35])[CH3:34])[CH:29]=[CH:30][CH:31]=2)(=[O:24])=[O:23])=[CH:18][CH:17]=1, predict the reaction product. The product is: [C:33]([NH:32][C:28]1[CH:27]=[C:26]([NH:25][S:22]([C:19]2[CH:18]=[CH:17][C:16]([C:15]3[N:36]=[C:11]([C:9]4[N:10]=[C:5]([NH:4][C:1](=[O:3])[CH3:2])[CH:6]=[CH:7][CH:8]=4)[O:13][N:14]=3)=[CH:21][CH:20]=2)(=[O:24])=[O:23])[CH:31]=[CH:30][CH:29]=1)(=[O:35])[CH3:34]. (2) The product is: [NH2:14][C:11]1[N:12]=[CH:13][C:8]([C:26]2[CH:27]=[CH:28][C:29]([C:30]([N:32]3[CH2:33][CH2:34][O:35][CH2:36][CH2:37]3)=[O:31])=[C:24]([Cl:23])[CH:25]=2)=[CH:9][C:10]=1[C:15]1[N:16]=[N:17][N:18]([CH:20]([CH3:22])[CH3:21])[CH:19]=1. Given the reactants C([O-])([O-])=O.[Cs+].[Cs+].Br[C:8]1[CH:9]=[C:10]([C:15]2[N:16]=[N:17][N:18]([CH:20]([CH3:22])[CH3:21])[CH:19]=2)[C:11]([NH2:14])=[N:12][CH:13]=1.[Cl:23][C:24]1[CH:25]=[C:26](B(O)O)[CH:27]=[CH:28][C:29]=1[C:30]([N:32]1[CH2:37][CH2:36][O:35][CH2:34][CH2:33]1)=[O:31], predict the reaction product.